From a dataset of Drug-target binding data from BindingDB using IC50 measurements. Regression. Given a target protein amino acid sequence and a drug SMILES string, predict the binding affinity score between them. We predict pIC50 (pIC50 = -log10(IC50 in M); higher means more potent). Dataset: bindingdb_ic50. (1) The small molecule is O=S(=O)(Nc1ccc(-c2cn3c(n2)SCC3)cc1)c1cccnc1. The target protein (P32897) has sequence MSWLFGDKTPTDDANAAVGGQDTTKPKELSLKQSLGFEPNINNIISGPGGMHVDTARLHPLAGLDKGVEYLDLEEEQLSSLEGSQGLIPSRGWTDDLCYGTGAVYLLGLGIGGFSGMMQGLQNIPPNSPGKLQLNTVLNHITKRGPFLGNNAGILALSYNIINSTIDALRGKHDTAGSIGAGALTGALFKSSKGLKPMGYSSAMVAAACAVWCSVKKRLLEK. The pIC50 is 4.0. (2) The pIC50 is 3.4. The target protein (Q10471) has sequence MRRRSRMLLCFAFLWVLGIAYYMYSGGGSALAGGAGGGAGRKEDWNEIDPIKKKDLHHSNGEEKAQSMETLPPGKVRWPDFNQEAYVGGTMVRSGQDPYARNKFNQVESDKLRMDRAIPDTRHDQCQRKQWRVDLPATSVVITFHNEARSALLRTVVSVLKKSPPHLIKEIILVDDYSNDPEDGALLGKIEKVRVLRNDRREGLMRSRVRGADAAQAKVLTFLDSHCECNEHWLEPLLERVAEDRTRVVSPIIDVINMDNFQYVGASADLKGGFDWNLVFKWDYMTPEQRRSRQGNPVAPIKTPMIAGGLFVMDKFYFEELGKYDMMMDVWGGENLEISFRVWQCGGSLEIIPCSRVGHVFRKQHPYTFPGGSGTVFARNTRRAAEVWMDEYKNFYYAAVPSARNVPYGNIQSRLELRKKLSCKPFKWYLENVYPELRVPDHQDIAFGALQQGTNCLDTLGHFADGVVGVYECHNAGGNQEWALTKEKSVKHMDLCLTVV.... The drug is CC(=O)Nc1ccc(-n2cc(-c3ccc(-c4ccccc4)cc3)nn2)cc1.